Task: Predict the product of the given reaction.. Dataset: Forward reaction prediction with 1.9M reactions from USPTO patents (1976-2016) (1) Given the reactants [F:1][C:2]([F:20])([F:19])[C:3]1[CH:8]=[C:7]([C:9]([C:11]([F:14])([F:13])[F:12])=[CH2:10])[CH:6]=[C:5]([C:15]([F:18])([F:17])[F:16])[N:4]=1.[CH2:21]([N:28]([CH2:32][Si](C)(C)C)[CH2:29]OC)[C:22]1[CH:27]=[CH:26][CH:25]=[CH:24][CH:23]=1.FC(F)(F)C(O)=O, predict the reaction product. The product is: [CH2:21]([N:28]1[CH2:32][CH2:10][C:9]([C:7]2[CH:8]=[C:3]([C:2]([F:1])([F:19])[F:20])[N:4]=[C:5]([C:15]([F:18])([F:16])[F:17])[CH:6]=2)([C:11]([F:14])([F:13])[F:12])[CH2:29]1)[C:22]1[CH:27]=[CH:26][CH:25]=[CH:24][CH:23]=1. (2) Given the reactants [ClH:1].[NH2:2][CH2:3][CH:4](C)[C:5]([O:7][CH3:8])=[O:6].N[C@@H:11](C)CC(O)=O, predict the reaction product. The product is: [ClH:1].[NH2:2][C@@H:3]([CH3:11])[CH2:4][C:5]([O:7][CH3:8])=[O:6]. (3) Given the reactants [CH3:1][C:2]1([CH3:17])[CH2:6][C:5]2[CH:7]=[C:8]([C:11]3[CH:16]=[CH:15][CH:14]=[CH:13][CH:12]=3)[CH:9]=[CH:10][C:4]=2[O:3]1.Cl[CH:19](Cl)[O:20]C, predict the reaction product. The product is: [CH3:1][C:2]1([CH3:17])[CH2:6][C:5]2[CH:7]=[C:8]([C:11]3[CH:16]=[CH:15][CH:14]=[CH:13][CH:12]=3)[CH:9]=[C:10]([CH:19]=[O:20])[C:4]=2[O:3]1. (4) Given the reactants [CH3:1][N:2]1[CH2:8][CH2:7][CH2:6][NH:5][CH2:4][CH2:3]1.[I:9][C:10]1[CH:18]=[CH:17][C:13]([C:14](Cl)=[O:15])=[CH:12][CH:11]=1, predict the reaction product. The product is: [I:9][C:10]1[CH:18]=[CH:17][C:13]([C:14]([N:5]2[CH2:6][CH2:7][CH2:8][N:2]([CH3:1])[CH2:3][CH2:4]2)=[O:15])=[CH:12][CH:11]=1. (5) Given the reactants Cl[C:2]1[N:7]=[CH:6][N:5]=[C:4]([NH:8][CH:9]2[CH2:14][CH2:13][CH2:12][N:11]([C:15]([O:17][C:18]([CH3:21])([CH3:20])[CH3:19])=[O:16])[CH2:10]2)[CH:3]=1.[O:22]([C:29]1[CH:35]=[CH:34][C:32]([NH2:33])=[CH:31][CH:30]=1)[C:23]1[CH:28]=[CH:27][CH:26]=[CH:25][CH:24]=1.C1C=CC(P(C2C(C3C(P(C4C=CC=CC=4)C4C=CC=CC=4)=CC=C4C=3C=CC=C4)=C3C(C=CC=C3)=CC=2)C2C=CC=CC=2)=CC=1.C([O-])([O-])=O.[Cs+].[Cs+], predict the reaction product. The product is: [O:22]([C:29]1[CH:30]=[CH:31][C:32]([NH:33][C:2]2[N:7]=[CH:6][N:5]=[C:4]([NH:8][CH:9]3[CH2:14][CH2:13][CH2:12][N:11]([C:15]([O:17][C:18]([CH3:21])([CH3:20])[CH3:19])=[O:16])[CH2:10]3)[CH:3]=2)=[CH:34][CH:35]=1)[C:23]1[CH:28]=[CH:27][CH:26]=[CH:25][CH:24]=1. (6) The product is: [S:1]=[C:2]1[C:7]2[N:8]3[C:14](=[C:15]([C:16]([NH2:17])=[O:18])[C:6]=2[N:5]=[CH:4][NH:3]1)[CH2:13][CH2:12][CH2:11][CH2:10][CH2:9]3. Given the reactants [S:1]=[C:2]1[C:7]2[N:8]3[C:14](=[C:15]([C:16]#[N:17])[C:6]=2[N:5]=[CH:4][NH:3]1)[CH2:13][CH2:12][CH2:11][CH2:10][CH2:9]3.[OH-:18].[Na+].O, predict the reaction product. (7) Given the reactants Cl.[OH:2][C@@H:3]1[CH2:8][CH2:7][CH2:6][NH:5][CH2:4]1.[CH3:9][C:10]1[CH:18]=[C:17]([F:19])[CH:16]=[CH:15][C:11]=1[C:12](O)=[O:13], predict the reaction product. The product is: [F:19][C:17]1[CH:16]=[CH:15][C:11]([C:12]([N:5]2[CH2:6][CH2:7][CH2:8][C@@H:3]([OH:2])[CH2:4]2)=[O:13])=[C:10]([CH3:9])[CH:18]=1.